From a dataset of Full USPTO retrosynthesis dataset with 1.9M reactions from patents (1976-2016). Predict the reactants needed to synthesize the given product. (1) Given the product [CH:31]1[C:30]([C:18]2[O:19][C:20]3[CH:21]=[C:22]([OH:29])[CH:23]=[C:24]([OH:28])[C:25]=3[C:26](=[O:27])[C:17]=2[O:16][C@@H:14]2[O:15][C@H:10]([CH2:9][OH:8])[C@@H:11]([OH:40])[C@H:12]([OH:39])[C@H:13]2[OH:38])=[CH:35][C:34]([OH:36])=[C:33]([OH:37])[CH:32]=1.[CH:31]1[C:30]([C:18]2[O:19][C:20]3[CH:21]=[C:22]([OH:29])[CH:23]=[C:24]([OH:28])[C:25]=3[C:26](=[O:27])[C:17]=2[OH:16])=[CH:35][C:34]([OH:36])=[C:33]([OH:37])[CH:32]=1.[CH3:1][C@@H:2]1[O:7][C@@H:6]([O:8][CH2:9][C@H:10]2[O:15][C@@H:14]([O:16][C:17]3[C:26](=[O:27])[C:25]4[C:24]([OH:28])=[CH:23][C:22]([OH:29])=[CH:21][C:20]=4[O:19][C:18]=3[C:30]3[CH:31]=[CH:32][C:33]([OH:37])=[C:34]([OH:36])[CH:35]=3)[C@H:13]([OH:38])[C@@H:12]([OH:39])[C@@H:11]2[OH:40])[C@H:5]([OH:41])[C@H:4]([OH:42])[C@H:3]1[OH:43], predict the reactants needed to synthesize it. The reactants are: [CH3:1][C@@H:2]1[O:7][C@@H:6]([O:8][CH2:9][C@H:10]2[O:15][C@@H:14]([O:16][C:17]3[C:26](=[O:27])[C:25]4[C:24]([OH:28])=[CH:23][C:22]([OH:29])=[CH:21][C:20]=4[O:19][C:18]=3[C:30]3[CH:31]=[CH:32][C:33]([OH:37])=[C:34]([OH:36])[CH:35]=3)[C@H:13]([OH:38])[C@@H:12]([OH:39])[C@@H:11]2[OH:40])[C@H:5]([OH:41])[C@H:4]([OH:42])[C@H:3]1[OH:43]. (2) The reactants are: [C:1]([C:3]1[CH:25]=[CH:24][CH:23]=[C:22]([CH3:26])[C:4]=1[CH2:5][N:6]1[C:14]2[C:9](=[CH:10][CH:11]=[C:12]([C:15]([F:20])([F:19])[C:16]([OH:18])=[O:17])[CH:13]=2)[C:8]([CH3:21])=[N:7]1)#[N:2].[OH-].[K+:28]. Given the product [C:1]([C:3]1[CH:25]=[CH:24][CH:23]=[C:22]([CH3:26])[C:4]=1[CH2:5][N:6]1[C:14]2[C:9](=[CH:10][CH:11]=[C:12]([C:15]([F:19])([F:20])[C:16]([O-:18])=[O:17])[CH:13]=2)[C:8]([CH3:21])=[N:7]1)#[N:2].[K+:28], predict the reactants needed to synthesize it.